From a dataset of Full USPTO retrosynthesis dataset with 1.9M reactions from patents (1976-2016). Predict the reactants needed to synthesize the given product. (1) Given the product [CH2:23]([NH:25][C:12]1[CH:6]([C:2]2[S:1][CH:5]=[CH:4][CH:3]=2)[N:7]=[C:8]([C:18]2[S:19][CH:20]=[CH:21][CH:22]=2)[C:9]2[CH:17]=[CH:16][CH:15]=[N:14][C:10]=2[N:11]=1)[CH3:24], predict the reactants needed to synthesize it. The reactants are: [S:1]1[CH:5]=[CH:4][CH:3]=[C:2]1[CH:6]1[C:12](=O)[NH:11][C:10]2[N:14]=[CH:15][CH:16]=[CH:17][C:9]=2[C:8]([C:18]2[S:19][CH:20]=[CH:21][CH:22]=2)=[N:7]1.[CH2:23]([NH2:25])[CH3:24]. (2) Given the product [Cl:2][C:3]1[CH:4]=[CH:5][C:6]2[N:10]=[C:9]([CH2:11][CH:12]3[CH2:17][CH2:16][N:15]([CH2:18][C:19]4[CH:20]=[CH:21][C:22]([C:23]([NH2:29])=[NH:24])=[CH:25][CH:26]=4)[C:14](=[O:27])[CH2:13]3)[NH:8][C:7]=2[CH:28]=1, predict the reactants needed to synthesize it. The reactants are: Cl.[Cl:2][C:3]1[CH:4]=[CH:5][C:6]2[N:10]=[C:9]([CH2:11][CH:12]3[CH2:17][CH2:16][N:15]([CH2:18][C:19]4[CH:26]=[CH:25][C:22]([C:23]#[N:24])=[CH:21][CH:20]=4)[C:14](=[O:27])[CH2:13]3)[NH:8][C:7]=2[CH:28]=1.[NH3:29]. (3) Given the product [F:29][C:30]([F:32])([F:31])[CH2:34][O:1][C:2]1[CH:3]=[CH:4][C:5]([O:8][C:9]2[CH:10]=[C:11]([CH:26]=[CH:27][CH:28]=2)[CH:12]=[C:13]2[CH2:18][CH2:17][N:16]([C:19]([O:21][C:22]([CH3:23])([CH3:24])[CH3:25])=[O:20])[CH2:15][CH2:14]2)=[N:6][CH:7]=1, predict the reactants needed to synthesize it. The reactants are: [OH:1][C:2]1[CH:3]=[CH:4][C:5]([O:8][C:9]2[CH:10]=[C:11]([CH:26]=[CH:27][CH:28]=2)[CH:12]=[C:13]2[CH2:18][CH2:17][N:16]([C:19]([O:21][C:22]([CH3:25])([CH3:24])[CH3:23])=[O:20])[CH2:15][CH2:14]2)=[N:6][CH:7]=1.[F:29][C:30](I)([F:32])[F:31].[C:34]([O-])([O-])=O.[Cs+].[Cs+]. (4) The reactants are: [N:1]1[CH:6]=[CH:5][C:4]([N:7]2[CH2:12][CH2:11][CH:10]([C:13]([OH:15])=[O:14])[CH2:9][CH2:8]2)=[CH:3][CH:2]=1.O[CH2:17][C:18]1[CH:19]=[C:20]2[C:24](=[CH:25][CH:26]=1)[CH2:23][N:22]([C:27]([O:29][C:30]([CH3:33])([CH3:32])[CH3:31])=[O:28])[CH2:21]2. Given the product [N:1]1[CH:2]=[CH:3][C:4]([N:7]2[CH2:12][CH2:11][CH:10]([C:13]([O:15][CH2:17][C:18]3[CH:19]=[C:20]4[C:24](=[CH:25][CH:26]=3)[CH2:23][N:22]([C:27]([O:29][C:30]([CH3:33])([CH3:32])[CH3:31])=[O:28])[CH2:21]4)=[O:14])[CH2:9][CH2:8]2)=[CH:5][CH:6]=1, predict the reactants needed to synthesize it. (5) Given the product [N+:15]([C:18]1[CH:25]=[CH:24][C:21]([CH2:22][N:26]2[CH2:31][CH2:30][CH2:29][CH2:28][CH2:27]2)=[CH:20][CH:19]=1)([O-:17])=[O:16], predict the reactants needed to synthesize it. The reactants are: [BH-](OC(C)=O)(OC(C)=O)OC(C)=O.[Na+].[N+:15]([C:18]1[CH:25]=[CH:24][C:21]([CH:22]=O)=[CH:20][CH:19]=1)([O-:17])=[O:16].[NH:26]1[CH2:31][CH2:30][CH2:29][CH2:28][CH2:27]1.[OH-].[Na+]. (6) Given the product [ClH:54].[ClH:54].[N:22]1[CH:21]=[CH:20][C:19]([C:17]2[CH:18]=[C:14]3[N:13]=[CH:12][CH:11]=[C:10]([C:6]4[CH:5]=[C:4]([CH:9]=[CH:8][CH:7]=4)[NH2:1])[N:15]3[N:16]=2)=[CH:24][CH:23]=1, predict the reactants needed to synthesize it. The reactants are: [N+:1]([C:4]1[CH:5]=[C:6]([C:10]2[N:15]3[N:16]=[C:17]([C:19]4[CH:24]=[CH:23][N:22]=[CH:21][CH:20]=4)[CH:18]=[C:14]3[N:13]=[CH:12][CH:11]=2)[CH:7]=[CH:8][CH:9]=1)([O-])=O.N1C=CC(C2C=C(N)NN=2)=CC=1.NC1C=CC=CC=1.C(NC1C=CC=CC=1)(=O)C.[ClH:54]. (7) Given the product [Br:9][C:10]1[CH:11]=[N:12][C:13]([O:1][CH2:2][CH2:3][N:4]2[CH2:8][CH2:7][CH2:6][CH2:5]2)=[N:14][CH:15]=1, predict the reactants needed to synthesize it. The reactants are: [OH:1][CH2:2][CH2:3][N:4]1[CH2:8][CH2:7][CH2:6][CH2:5]1.[Br:9][C:10]1[CH:11]=[N:12][C:13](Cl)=[N:14][CH:15]=1.[H-].[Na+]. (8) Given the product [CH:1]([C:4]12[CH2:9][CH2:8][C:7]([CH3:10])([CH2:6][CH:5]1[CH3:11])[O:13][CH2:12]2)([CH3:3])[CH3:2], predict the reactants needed to synthesize it. The reactants are: [CH:1]([C:4]1([CH2:12][OH:13])[CH2:9][CH2:8][C:7]([CH3:10])=[CH:6][CH:5]1[CH3:11])([CH3:3])[CH3:2].CS(O)(=O)=O. (9) The reactants are: Cl.[CH3:2][N:3]1[CH2:8][CH:7]=[C:6]([C:9]2[CH:14]=[CH:13][CH:12]=[C:11]([C:15]([OH:17])=O)[N:10]=2)[CH2:5][CH2:4]1.Cl.[F:19][C:20]1[CH:32]=[CH:31][CH:30]=[CH:29][C:21]=1[O:22][CH:23]1[CH2:28][CH2:27][NH:26][CH2:25][CH2:24]1.F[P-](F)(F)(F)(F)F.N1(OC(N(C)C)=[N+](C)C)C2N=CC=CC=2N=N1.C(N(C(C)C)CC)(C)C. Given the product [F:19][C:20]1[CH:32]=[CH:31][CH:30]=[CH:29][C:21]=1[O:22][CH:23]1[CH2:28][CH2:27][N:26]([C:15]([C:11]2[N:10]=[C:9]([C:6]3[CH2:5][CH2:4][N:3]([CH3:2])[CH2:8][CH:7]=3)[CH:14]=[CH:13][CH:12]=2)=[O:17])[CH2:25][CH2:24]1, predict the reactants needed to synthesize it. (10) Given the product [OH:1][C:2]1([CH2:9][NH:10][C:11]([C:13]2[C:14]3[CH:15]=[CH:16][C:17]([N:38]4[CH2:39][CH2:40][C@H:36]([N:35]([CH3:41])[CH3:34])[CH2:37]4)=[N:18][C:19]=3[CH:20]=[CH:21][C:22]=2[Cl:23])=[O:12])[CH2:7][CH2:6][CH2:5][CH:4]([CH3:8])[CH2:3]1, predict the reactants needed to synthesize it. The reactants are: [OH:1][C:2]1([CH2:9][NH:10][C:11]([C:13]2[C:14]3[CH:15]=[CH:16][C:17](Cl)=[N:18][C:19]=3[CH:20]=[CH:21][C:22]=2[Cl:23])=[O:12])[CH2:7][CH2:6][CH2:5][CH:4]([CH3:8])[CH2:3]1.CCN(C(C)C)C(C)C.[CH3:34][N:35]([CH3:41])[C@H:36]1[CH2:40][CH2:39][NH:38][CH2:37]1.